Predict the reactants needed to synthesize the given product. From a dataset of Full USPTO retrosynthesis dataset with 1.9M reactions from patents (1976-2016). (1) Given the product [C:12]([CH2:13][C:17]([C:19]1[CH:20]=[CH:21][C:22]([C@@H:25]2[O:30][CH2:29][CH2:28][N:27]([C:31]([O:33][C:34]([CH3:37])([CH3:36])[CH3:35])=[O:32])[CH2:26]2)=[CH:23][CH:24]=1)=[O:16])#[N:14], predict the reactants needed to synthesize it. The reactants are: C([Li])CCC.CCCCCC.[C:12](#[N:14])[CH3:13].C[O:16][C:17]([C:19]1[CH:24]=[CH:23][C:22]([C@@H:25]2[O:30][CH2:29][CH2:28][N:27]([C:31]([O:33][C:34]([CH3:37])([CH3:36])[CH3:35])=[O:32])[CH2:26]2)=[CH:21][CH:20]=1)=O. (2) Given the product [CH:29]1([CH2:32][N:16]2[CH2:15][CH2:14][N:13]([C:10]3[CH:11]=[CH:12][C:7]([C:2]4[CH:3]=[CH:4][CH:5]=[CH:6][N:1]=4)=[CH:8][C:9]=3[CH:19]3[CH2:24][C:23]([CH3:26])([CH3:25])[CH2:22][C:21]([CH3:28])([CH3:27])[CH2:20]3)[CH2:18][CH2:17]2)[CH2:31][CH2:30]1, predict the reactants needed to synthesize it. The reactants are: [N:1]1[CH:6]=[CH:5][CH:4]=[CH:3][C:2]=1[C:7]1[CH:12]=[CH:11][C:10]([N:13]2[CH2:18][CH2:17][NH:16][CH2:15][CH2:14]2)=[C:9]([CH:19]2[CH2:24][C:23]([CH3:26])([CH3:25])[CH2:22][C:21]([CH3:28])([CH3:27])[CH2:20]2)[CH:8]=1.[CH:29]1([CH:32]=O)[CH2:31][CH2:30]1.C(O[BH-](OC(=O)C)OC(=O)C)(=O)C.[Na+].C(O)(=O)C.C(=O)([O-])O.[Na+]. (3) Given the product [N:25]1([S:31]([C:34]2[CH:35]=[C:36]([NH:40][C:22]([C:21]3[CH:20]=[N:19][N:12]4[C:13]([C:15]([F:16])([F:17])[F:18])=[CH:14][C:9]([C:6]5[CH:5]=[CH:4][C:3]([O:2][CH3:1])=[CH:8][CH:7]=5)=[N:10][C:11]=34)=[O:24])[CH:37]=[CH:38][CH:39]=2)(=[O:33])=[O:32])[CH2:26][CH2:27][O:28][CH2:29][CH2:30]1, predict the reactants needed to synthesize it. The reactants are: [CH3:1][O:2][C:3]1[CH:8]=[CH:7][C:6]([C:9]2[CH:14]=[C:13]([C:15]([F:18])([F:17])[F:16])[N:12]3[N:19]=[CH:20][C:21]([C:22]([OH:24])=O)=[C:11]3[N:10]=2)=[CH:5][CH:4]=1.[N:25]1([S:31]([C:34]2[CH:35]=[C:36]([NH2:40])[CH:37]=[CH:38][CH:39]=2)(=[O:33])=[O:32])[CH2:30][CH2:29][O:28][CH2:27][CH2:26]1. (4) Given the product [C:15]1([C:11]2[CH:10]=[C:9]([C:4]3[CH:5]=[CH:6][C:7]([CH3:8])=[C:2]([NH:21][C:22]4[CH:29]=[CH:28][C:25]([C:26]#[N:27])=[CH:24][CH:23]=4)[CH:3]=3)[CH:14]=[CH:13][CH:12]=2)[CH:20]=[CH:19][CH:18]=[CH:17][CH:16]=1, predict the reactants needed to synthesize it. The reactants are: Cl[C:2]1[CH:3]=[C:4]([C:9]2[CH:14]=[CH:13][CH:12]=[C:11]([C:15]3[CH:20]=[CH:19][CH:18]=[CH:17][CH:16]=3)[CH:10]=2)[CH:5]=[CH:6][C:7]=1[CH3:8].[NH2:21][C:22]1[CH:29]=[CH:28][C:25]([C:26]#[N:27])=[CH:24][CH:23]=1.CC(C)([O-])C.[Na+]. (5) The reactants are: C(O[C:6]([N:8]1[CH2:12][C:11](=[N:13][O:14][CH3:15])[CH2:10][C@H:9]1[C:16]([OH:18])=O)=[O:7])(C)(C)C.[C:19]1([C:28]2[CH:33]=[CH:32][CH:31]=[CH:30][CH:29]=2)[CH:24]=[CH:23][C:22](C(Cl)=O)=[CH:21][CH:20]=1.[NH2:34][C@@H:35]1[CH2:40][CH2:39][CH2:38][CH2:37][C@@H:36]1[CH2:41][OH:42]. Given the product [C:28]1([C:19]2[CH:20]=[CH:21][CH:22]=[CH:23][CH:24]=2)[CH:29]=[CH:30][C:31]([C:6]([N:8]2[CH2:12][C:11](=[N:13][O:14][CH3:15])[CH2:10][C@H:9]2[C:16]([NH:34][C@@H:35]2[CH2:40][CH2:39][CH2:38][CH2:37][C@@H:36]2[CH2:41][OH:42])=[O:18])=[O:7])=[CH:32][CH:33]=1, predict the reactants needed to synthesize it. (6) The reactants are: [CH3:1][O:2][C:3]1[N:8]=[C:7]([N:9]2[CH:13]=[C:12]([CH3:14])[N:11]=[CH:10]2)[C:6]([NH2:15])=[CH:5][CH:4]=1.N[C:17](N)=[O:18].C(O)(=O)C. Given the product [CH3:1][O:2][C:3]1[CH:4]=[CH:5][C:6]2[NH:15][C:17](=[O:18])[C:13]3[N:9]([CH:10]=[N:11][C:12]=3[CH3:14])[C:7]=2[N:8]=1, predict the reactants needed to synthesize it. (7) The reactants are: [N:1]1[C:9]2[C:4](=[N:5][CH:6]=[CH:7][CH:8]=2)[N:3]([CH:10]([CH3:15])[CH2:11][CH2:12][CH2:13][OH:14])[CH:2]=1.C(N(CC)CC)C.[CH3:23][S:24](Cl)(=[O:26])=[O:25]. Given the product [N:1]1[C:9]2[C:4](=[N:5][CH:6]=[CH:7][CH:8]=2)[N:3]([CH:10]([CH3:15])[CH2:11][CH2:12][CH2:13][O:14][S:24]([CH3:23])(=[O:26])=[O:25])[CH:2]=1, predict the reactants needed to synthesize it.